Predict the product of the given reaction. From a dataset of Forward reaction prediction with 1.9M reactions from USPTO patents (1976-2016). Given the reactants [CH3:1][N:2]([CH2:23][CH2:24][C:25]1[CH:30]=[CH:29][CH:28]=[CH:27][CH:26]=1)[C:3]1[C:4]([C:17]2[CH:22]=[CH:21][CH:20]=[CH:19][CH:18]=2)=[N:5][C:6]2[C:11]([N:12]=1)=[CH:10][C:9]([C:13]([O:15]C)=[O:14])=[CH:8][CH:7]=2.[OH-].[Na+], predict the reaction product. The product is: [CH3:1][N:2]([CH2:23][CH2:24][C:25]1[CH:30]=[CH:29][CH:28]=[CH:27][CH:26]=1)[C:3]1[C:4]([C:17]2[CH:22]=[CH:21][CH:20]=[CH:19][CH:18]=2)=[N:5][C:6]2[C:11]([N:12]=1)=[CH:10][C:9]([C:13]([OH:15])=[O:14])=[CH:8][CH:7]=2.